This data is from Forward reaction prediction with 1.9M reactions from USPTO patents (1976-2016). The task is: Predict the product of the given reaction. Given the reactants [CH:1]([C:4]1[O:8][N:7]=[C:6]([C:9]2[CH:33]=[CH:32][C:12]3[C:13]4[CH:19]=[CH:18][C:17]([S:20]([NH:23][C@@H:24]([CH:29]([CH3:31])[CH3:30])[C:25]([O:27]C)=[O:26])(=[O:22])=[O:21])=[CH:16][C:14]=4[O:15][C:11]=3[CH:10]=2)[N:5]=1)([CH3:3])[CH3:2].[Li+].[OH-], predict the reaction product. The product is: [CH:1]([C:4]1[O:8][N:7]=[C:6]([C:9]2[CH:33]=[CH:32][C:12]3[C:13]4[CH:19]=[CH:18][C:17]([S:20]([NH:23][C@@H:24]([CH:29]([CH3:31])[CH3:30])[C:25]([OH:27])=[O:26])(=[O:22])=[O:21])=[CH:16][C:14]=4[O:15][C:11]=3[CH:10]=2)[N:5]=1)([CH3:3])[CH3:2].